Dataset: Peptide-MHC class I binding affinity with 185,985 pairs from IEDB/IMGT. Task: Regression. Given a peptide amino acid sequence and an MHC pseudo amino acid sequence, predict their binding affinity value. This is MHC class I binding data. (1) The peptide sequence is KVDAIDGEY. The MHC is HLA-A30:02 with pseudo-sequence HLA-A30:02. The binding affinity (normalized) is 0.525. (2) The peptide sequence is DQLLPFMS. The MHC is H-2-Db with pseudo-sequence H-2-Db. The binding affinity (normalized) is 0.175. (3) The MHC is HLA-A03:01 with pseudo-sequence HLA-A03:01. The binding affinity (normalized) is 0.0847. The peptide sequence is YIITCCLFA. (4) The peptide sequence is GATTETPTW. The MHC is HLA-B53:01 with pseudo-sequence HLA-B53:01. The binding affinity (normalized) is 0.608. (5) The peptide sequence is SLCPTKKLV. The MHC is HLA-A02:02 with pseudo-sequence HLA-A02:02. The binding affinity (normalized) is 0.255. (6) The peptide sequence is FYGGWHNML. The MHC is HLA-A23:01 with pseudo-sequence HLA-A23:01. The binding affinity (normalized) is 0.210. (7) The peptide sequence is VLKAMHDKK. The MHC is HLA-A11:01 with pseudo-sequence HLA-A11:01. The binding affinity (normalized) is 0.455.